From a dataset of Full USPTO retrosynthesis dataset with 1.9M reactions from patents (1976-2016). Predict the reactants needed to synthesize the given product. Given the product [CH:12]([N:1]1[CH2:5][CH2:4][CH2:3][CH2:2]1)=[CH:13][CH2:14][CH3:15], predict the reactants needed to synthesize it. The reactants are: [NH:1]1[CH2:5][CH2:4][CH2:3][CH2:2]1.C(=O)([O-])[O-].[K+].[K+].[CH:12](=O)[CH2:13][CH2:14][CH3:15].